The task is: Predict the product of the given reaction.. This data is from Forward reaction prediction with 1.9M reactions from USPTO patents (1976-2016). (1) Given the reactants [Br:1][C:2]1[CH:7]=[CH:6][C:5]([OH:8])=[C:4]([C:9]2[NH:10][C:11]3[C:16]([CH:17]=2)=[CH:15][CH:14]=[CH:13][CH:12]=3)[CH:3]=1.[CH3:18][C:19]1C=CC(S(O)(=O)=O)=C[CH:24]=1, predict the reaction product. The product is: [Br:1][C:2]1[CH:3]=[C:4]2[C:9]3[NH:10][C:11]4[C:16]([C:17]=3[C:19]([CH3:24])([CH3:18])[O:8][C:5]2=[CH:6][CH:7]=1)=[CH:15][CH:14]=[CH:13][CH:12]=4. (2) Given the reactants [H-].[H-].[H-].[H-].[Li+].[Al+3].[Al+3].[Cl-].[Cl-].[Cl-].C[O:12][C:13](=O)[CH2:14][CH2:15][C:16]1[CH:25]=[CH:24][CH:23]=[CH:22][C:17]=1[C:18](OC)=[O:19].[OH-].[Na+], predict the reaction product. The product is: [OH:19][CH2:18][C:17]1[CH:22]=[CH:23][CH:24]=[CH:25][C:16]=1[CH2:15][CH2:14][CH2:13][OH:12]. (3) The product is: [CH:1]([C:3]1[CH:4]=[CH:5][C:6]([CH2:7][P:8]([C:9](=[O:19])[C:10]2[C:15]([CH3:16])=[CH:14][C:13]([CH3:17])=[CH:12][C:11]=2[CH3:18])[C:20](=[O:30])[C:21]2[C:22]([CH3:29])=[CH:23][C:24]([CH3:28])=[CH:25][C:26]=2[CH3:27])=[CH:31][CH:32]=1)=[CH2:2].[CH2:33]=[CH:34][C:35]1[CH:40]=[CH:39][CH:38]=[CH:37][CH:36]=1. Given the reactants [CH:1]([C:3]1[CH:32]=[CH:31][C:6]([CH2:7][P:8]([C:20](=[O:30])[C:21]2[C:26]([CH3:27])=[CH:25][C:24]([CH3:28])=[CH:23][C:22]=2[CH3:29])[C:9](=[O:19])[C:10]2[C:15]([CH3:16])=[CH:14][C:13]([CH3:17])=[CH:12][C:11]=2[CH3:18])=[CH:5][CH:4]=1)=[CH2:2].[CH2:33]=[CH:34][C:35]1[CH:40]=[CH:39][CH:38]=[CH:37][CH:36]=1.CC(N=NC(C#N)(C)C)(C#N)C, predict the reaction product. (4) The product is: [F:22][C:2]([F:1])([F:21])[C:3]1[CH:4]=[CH:5][C:6]([NH:9][C:10]2[C:15]([C:16]([OH:18])=[O:17])=[CH:14][N:13]=[CH:12][N:11]=2)=[CH:7][CH:8]=1. Given the reactants [F:1][C:2]([F:22])([F:21])[C:3]1[CH:8]=[CH:7][C:6]([NH:9][C:10]2[C:15]([C:16]([O:18]CC)=[O:17])=[CH:14][N:13]=[CH:12][N:11]=2)=[CH:5][CH:4]=1.[OH-].[K+], predict the reaction product. (5) Given the reactants [NH:1]1[CH2:5][CH2:4][CH:3]([CH2:6][NH:7][C:8]([C:10]2[C:14]3[N:15]=[CH:16][N:17]=[C:18]([C:19]4[C:27]5[O:26][CH2:25][O:24][C:23]=5[CH:22]=[CH:21][C:20]=4[O:28][CH2:29][CH:30]4[CH2:32][CH2:31]4)[C:13]=3[NH:12][CH:11]=2)=[O:9])[CH2:2]1.Cl[C:34]([C@@H:36]([O:38]C(=O)C)[CH3:37])=[O:35], predict the reaction product. The product is: [OH:38][C@@H:36]([CH3:37])[C:34]([N:1]1[CH2:5][CH2:4][CH:3]([CH2:6][NH:7][C:8]([C:10]2[C:14]3[N:15]=[CH:16][N:17]=[C:18]([C:19]4[C:27]5[O:26][CH2:25][O:24][C:23]=5[CH:22]=[CH:21][C:20]=4[O:28][CH2:29][CH:30]4[CH2:31][CH2:32]4)[C:13]=3[NH:12][CH:11]=2)=[O:9])[CH2:2]1)=[O:35]. (6) Given the reactants [CH2:1]([NH2:9])[C:2]([NH:4][CH2:5][C:6]([OH:8])=[O:7])=[O:3].[CH:10]1[C:15]([CH2:16][CH2:17][CH2:18][C:19]([OH:21])=[O:20])=[CH:14][CH:13]=[C:12]([N:22]([CH2:26][CH2:27][Cl:28])[CH2:23][CH2:24][Cl:25])[CH:11]=1.C(C1NC=CN=1)(C1NC=CN=1)=O.C(C(C(C)C)([NH-])C)(C)C, predict the reaction product. The product is: [CH:14]1[C:15]([CH2:16][CH2:17][CH2:18][C:19]([OH:21])=[O:20])=[CH:10][CH:11]=[C:12]([N:22]([CH2:23][CH2:24][Cl:25])[CH2:26][CH2:27][Cl:28])[CH:13]=1.[CH2:1]([NH2:9])[C:2]([NH:4][CH2:5][C:6]([OH:8])=[O:7])=[O:3].